From a dataset of Full USPTO retrosynthesis dataset with 1.9M reactions from patents (1976-2016). Predict the reactants needed to synthesize the given product. (1) The reactants are: [N+:1]([C:4]1[C:10](F)=[CH:9][C:8]([F:12])=[CH:7][C:5]=1[NH2:6])([O-:3])=[O:2].[NH:13]1[CH2:18][CH2:17][O:16][CH2:15][CH2:14]1.C(N(CC)CC)C. Given the product [F:12][C:8]1[CH:9]=[C:10]([N:13]2[CH2:18][CH2:17][O:16][CH2:15][CH2:14]2)[C:4]([N+:1]([O-:3])=[O:2])=[C:5]([NH2:6])[CH:7]=1, predict the reactants needed to synthesize it. (2) Given the product [CH3:1][S:2]([C:5]1[CH:11]=[CH:10][C:8]([NH:9][N:21]=[C:27]([C:26](=[O:31])[CH3:25])[C:28](=[O:30])[CH3:29])=[CH:7][CH:6]=1)(=[O:3])=[O:4], predict the reactants needed to synthesize it. The reactants are: [CH3:1][S:2]([C:5]1[CH:11]=[CH:10][C:8]([NH2:9])=[CH:7][CH:6]=1)(=[O:4])=[O:3].P(=O)(O)(O)O.[N+]([O-])(O)=O.[N:21]([O-])=O.[Na+].[CH3:25][C:26](=[O:31])[CH2:27][C:28](=[O:30])[CH3:29].C([O-])(=O)C.[K+].C([O-])([O-])=O.[Na+].[Na+]. (3) Given the product [Cl:1][C:2]1[C:3]([C:17]2[CH:22]=[CH:21][CH:20]=[C:19]([NH:23][CH2:24][CH:25]3[CH2:30][CH2:29][O:28][CH2:27][CH2:26]3)[N:18]=2)=[CH:4][C:5]([NH:8][C:9]([C@@H:11]2[CH2:16][CH2:15][CH2:14][N:13]([CH2:37][C:38]([F:41])([F:40])[F:39])[CH2:12]2)=[O:10])=[N:6][CH:7]=1.[F:31][C:32]([F:43])([F:42])[C:47]([OH:48])=[O:50], predict the reactants needed to synthesize it. The reactants are: [Cl:1][C:2]1[C:3]([C:17]2[CH:22]=[CH:21][CH:20]=[C:19]([NH:23][CH2:24][CH:25]3[CH2:30][CH2:29][O:28][CH2:27][CH2:26]3)[N:18]=2)=[CH:4][C:5]([NH:8][C:9]([C@@H:11]2[CH2:16][CH2:15][CH2:14][NH:13][CH2:12]2)=[O:10])=[N:6][CH:7]=1.[F:31][C:32]([F:43])([F:42])S(O[CH2:37][C:38]([F:41])([F:40])[F:39])(=O)=O.C(#N)C.[C:47](=[O:50])([O-])[O-:48].[K+].[K+].